This data is from Reaction yield outcomes from USPTO patents with 853,638 reactions. The task is: Predict the reaction yield, written as a fraction of the theoretical maximum amount of product (1.0 means a 100% yield; for example, 0.34 means a 34% yield). (1) The reactants are [F:1][B-](F)(F)F.[Br:6][C:7]1[C:16]2[C:11](=[CH:12][CH:13]=[C:14]([O:17][CH3:18])[N:15]=2)[N:10]=[CH:9][C:8]=1[N+]#N. The catalyst is C1C2C(CCCC2)CCC1.C(Cl)(Cl)Cl. The product is [Br:6][C:7]1[C:16]2[C:11](=[CH:12][CH:13]=[C:14]([O:17][CH3:18])[N:15]=2)[N:10]=[CH:9][C:8]=1[F:1]. The yield is 0.400. (2) The reactants are [Cl:1][CH2:2][CH2:3][CH2:4][C:5]([C:7]1[CH:12]=[CH:11][C:10]([O:13][CH3:14])=[CH:9][CH:8]=1)=O. The catalyst is O1CCCC1.[C].[Pd]. The product is [Cl:1][CH2:2][CH2:3][CH2:4][CH2:5][C:7]1[CH:8]=[CH:9][C:10]([O:13][CH3:14])=[CH:11][CH:12]=1. The yield is 0.990. (3) The reactants are [CH3:1][O:2][P:3]([CH:7]([OH:17])[C:8]1[CH:13]=[CH:12][CH:11]=[C:10]([N+:14]([O-:16])=[O:15])[CH:9]=1)(=[O:6])[O:4][CH3:5].[O:18]1[CH:23]=[CH:22][CH2:21][CH2:20][CH2:19]1.C1(C)C=CC(S(O)(=O)=O)=CC=1. The catalyst is C1(C)C=CC=CC=1. The product is [CH3:1][O:2][P:3]([CH:7]([C:8]1[CH:13]=[CH:12][CH:11]=[C:10]([N+:14]([O-:16])=[O:15])[CH:9]=1)[O:17][CH:19]1[CH2:20][CH2:21][CH2:22][CH2:23][O:18]1)(=[O:6])[O:4][CH3:5]. The yield is 1.00.